This data is from Peptide-MHC class I binding affinity with 185,985 pairs from IEDB/IMGT. The task is: Regression. Given a peptide amino acid sequence and an MHC pseudo amino acid sequence, predict their binding affinity value. This is MHC class I binding data. (1) The peptide sequence is HYRPYHYYH. The MHC is HLA-C07:02 with pseudo-sequence HLA-C07:02. The binding affinity (normalized) is 0.756. (2) The peptide sequence is HPRHYATVM. The MHC is HLA-B54:01 with pseudo-sequence HLA-B54:01. The binding affinity (normalized) is 0.225. (3) The MHC is Patr-B0101 with pseudo-sequence Patr-B0101. The peptide sequence is LTPGAKQNI. The binding affinity (normalized) is 0.410. (4) The peptide sequence is AVIFTPIYY. The MHC is HLA-A03:01 with pseudo-sequence HLA-A03:01. The binding affinity (normalized) is 0.703. (5) The peptide sequence is FLKEEGGL. The MHC is HLA-A68:01 with pseudo-sequence HLA-A68:01. The binding affinity (normalized) is 0.0423. (6) The peptide sequence is FVRTLFQQM. The MHC is HLA-B46:01 with pseudo-sequence HLA-B46:01. The binding affinity (normalized) is 0.0847. (7) The peptide sequence is WFMWLGARF. The MHC is HLA-A24:03 with pseudo-sequence HLA-A24:03. The binding affinity (normalized) is 0.790.